From a dataset of Reaction yield outcomes from USPTO patents with 853,638 reactions. Predict the reaction yield, written as a fraction of the theoretical maximum amount of product (1.0 means a 100% yield; for example, 0.34 means a 34% yield). (1) The reactants are C[Si](C)(C)CC[O:5][C:6](=[O:29])[CH2:7][C:8]1[C:16]2[C:11](=[CH:12][C:13]([F:19])=[C:14]([O:17][CH3:18])[CH:15]=2)[N:10]([C:20]([C:22]2[S:23][C:24]([Cl:27])=[CH:25][CH:26]=2)=[O:21])[C:9]=1[CH3:28].ClC1SC=CC=1.[F-].C([N+](CCCC)(CCCC)CCCC)CCC. The catalyst is C1COCC1.[Cl-].[NH4+]. The product is [Cl:27][C:24]1[S:23][C:22]([C:20]([N:10]2[C:11]3[C:16](=[CH:15][C:14]([O:17][CH3:18])=[C:13]([F:19])[CH:12]=3)[C:8]([CH2:7][C:6]([OH:29])=[O:5])=[C:9]2[CH3:28])=[O:21])=[CH:26][CH:25]=1. The yield is 0.590. (2) The reactants are [N:1]1([C:10](=[O:12])[CH3:11])[C:9]2[C:4](=[CH:5][CH:6]=[CH:7][CH:8]=2)[CH2:3][CH2:2]1.[Br:13]Br. The catalyst is C(O)(=O)C. The product is [Br:13][C:6]1[CH:5]=[C:4]2[C:9](=[CH:8][CH:7]=1)[N:1]([C:10](=[O:12])[CH3:11])[CH2:2][CH2:3]2. The yield is 0.960. (3) The reactants are [CH3:1][O:2][C:3](=[O:14])[C:4]1[CH:9]=[CH:8][C:7]([O:10]CC=C)=[CH:6][CH:5]=1.C(N(CC)[C:18]1[CH:23]=CC=C[CH:19]=1)C. The catalyst is C(OCC)C. The product is [CH2:23]([C:8]1[CH:9]=[C:4]([CH:5]=[CH:6][C:7]=1[OH:10])[C:3]([O:2][CH3:1])=[O:14])[CH:18]=[CH2:19]. The yield is 0.750. (4) The reactants are [Cl:1][C:2]1[CH:7]=[C:6]([C:8]2[CH:13]=[CH:12][C:11]([Cl:14])=[CH:10][CH:9]=2)[CH:5]=[CH:4][C:3]=1[CH:15]([C:21]([C:23]1([Cl:26])[CH2:25][CH2:24]1)=[O:22])C(OCC)=O.[Li+].[Cl-].O. The catalyst is CS(C)=O. The product is [Cl:1][C:2]1[CH:7]=[C:6]([C:8]2[CH:9]=[CH:10][C:11]([Cl:14])=[CH:12][CH:13]=2)[CH:5]=[CH:4][C:3]=1[CH2:15][C:21]([C:23]1([Cl:26])[CH2:24][CH2:25]1)=[O:22]. The yield is 0.350. (5) The reactants are [CH:1]([C:3]1[CH:8]=[CH:7][C:6]([S:9]([C:12]2[CH:17]=[CH:16][CH:15]=[CH:14][C:13]=2[F:18])(=[O:11])=[O:10])=[CH:5][N:4]=1)=[CH2:2].[F:19][C:20]1[CH:25]=[CH:24][CH:23]=[CH:22][C:21]=1I.C1(C)C=CC=CC=1P(C1C=CC=CC=1C)C1C=CC=CC=1C. The catalyst is C(#N)C.C(N(CC)CC)C.C(OCC)(=O)C.C([O-])(=O)C.[Pd+2].C([O-])(=O)C. The product is [F:19][C:20]1[CH:25]=[CH:24][CH:23]=[CH:22][C:21]=1/[CH:2]=[CH:1]/[C:3]1[CH:8]=[CH:7][C:6]([S:9]([C:12]2[CH:17]=[CH:16][CH:15]=[CH:14][C:13]=2[F:18])(=[O:10])=[O:11])=[CH:5][N:4]=1. The yield is 0.570.